From a dataset of Forward reaction prediction with 1.9M reactions from USPTO patents (1976-2016). Predict the product of the given reaction. (1) Given the reactants [Cl:1][C:2]1[CH:3]=[C:4]([C:8]([NH:10][C@H:11]2[CH2:16][CH2:15][N:14](C(OCC)=O)[CH2:13][C@H:12]2[O:22][CH2:23][CH2:24][CH3:25])=[O:9])[NH:5][C:6]=1[CH3:7].[OH-].[K+].O.NN.O, predict the reaction product. The product is: [Cl:1][C:2]1[CH:3]=[C:4]([C:8]([NH:10][C@@H:11]2[CH2:16][CH2:15][NH:14][CH2:13][C@@H:12]2[O:22][CH2:23][CH2:24][CH3:25])=[O:9])[NH:5][C:6]=1[CH3:7]. (2) Given the reactants [C:1]([C:3]1[CH:8]=[CH:7][CH:6]=[CH:5][C:4]=1[C:9]1[C:10](=[O:22])[N:11]([C:16]2[CH:21]=[CH:20][CH:19]=[CH:18][CH:17]=2)[CH:12]=[C:13](Br)[CH:14]=1)#[N:2].[CH:23]([C:25]1[CH:30]=[CH:29][CH:28]=[CH:27][N:26]=1)=[CH2:24].C1(C)C=CC=CC=1P(C1C=CC=CC=1C)C1C=CC=CC=1C.C(N(CC)CC)C, predict the reaction product. The product is: [C:1]([C:3]1[CH:8]=[CH:7][CH:6]=[CH:5][C:4]=1[C:9]1[C:10](=[O:22])[N:11]([C:16]2[CH:21]=[CH:20][CH:19]=[CH:18][CH:17]=2)[CH:12]=[C:13]([CH:24]=[CH:23][C:25]2[CH:30]=[CH:29][CH:28]=[CH:27][N:26]=2)[CH:14]=1)#[N:2].